Dataset: Reaction yield outcomes from USPTO patents with 853,638 reactions. Task: Predict the reaction yield, written as a fraction of the theoretical maximum amount of product (1.0 means a 100% yield; for example, 0.34 means a 34% yield). (1) The reactants are [NH2:1][C:2]1[CH:3]=[N:4][CH:5]=[CH:6][CH:7]=1.S(=O)(=O)(O)O.[N:13]([O-])=O.[Na+].[CH3:17][C:18](=[O:23])[CH2:19][C:20](=[O:22])[CH3:21].C([O-])(=O)C.[K+].C([O-])([O-])=O.[Na+].[Na+]. The catalyst is O.C(O)C. The product is [N:4]1[CH:5]=[CH:6][CH:7]=[C:2]([NH:1][N:13]=[C:19]([C:18](=[O:23])[CH3:17])[C:20](=[O:22])[CH3:21])[CH:3]=1. The yield is 0.200. (2) The yield is 0.700. The catalyst is CO. The product is [NH2:1][C:2]1[C:7]([F:8])=[C:6]([Cl:9])[N:5]=[C:4]([C:10]([O:12][CH3:13])=[O:11])[C:3]=1[I:14]. The reactants are [NH2:1][C:2]1[C:7]([F:8])=[C:6]([Cl:9])[N:5]=[C:4]([C:10]([O:12][CH3:13])=[O:11])[CH:3]=1.[I:14](O)(=O)(=O)=O.II. (3) The reactants are [OH:1][C:2]1[CH:6]=[CH:5][NH:4][N:3]=1.[C:7](OC(=O)C)(=[O:9])[CH3:8]. The catalyst is N1C=CC=CC=1. The product is [C:7]([N:4]1[CH:5]=[CH:6][C:2]([OH:1])=[N:3]1)(=[O:9])[CH3:8]. The yield is 0.840. (4) The reactants are Br[C:2]1[C:10]2[O:9][C:8]([CH3:12])([CH3:11])[CH2:7][C:6]=2[C:5]([CH3:13])=[C:4]([NH:14][C:15](=[O:21])[O:16][C:17]([CH3:20])([CH3:19])[CH3:18])[C:3]=1[CH3:22].C([Li])CCC.[CH:28]([C:31]1[CH:38]=[CH:37][C:34]([CH:35]=[O:36])=[CH:33][CH:32]=1)([CH3:30])[CH3:29].O. The catalyst is C1COCC1. The product is [OH:36][CH:35]([C:34]1[CH:37]=[CH:38][C:31]([CH:28]([CH3:30])[CH3:29])=[CH:32][CH:33]=1)[C:2]1[C:10]2[O:9][C:8]([CH3:12])([CH3:11])[CH2:7][C:6]=2[C:5]([CH3:13])=[C:4]([NH:14][C:15](=[O:21])[O:16][C:17]([CH3:20])([CH3:19])[CH3:18])[C:3]=1[CH3:22]. The yield is 0.590. (5) The reactants are [CH2:1]=[CH:2][CH2:3][CH2:4][CH2:5][CH2:6][CH2:7][CH2:8][CH2:9][CH3:10].C([O:13][CH2:14][CH2:15][CH2:16][CH3:17])=C. No catalyst specified. The product is [CH2:14]([O:13]/[CH:1]=[CH:2]\[CH2:3][CH2:4][CH2:5][CH2:6][CH2:7][CH2:8][CH2:9][CH3:10])[CH2:15][CH2:16][CH3:17]. The yield is 0.680. (6) The reactants are [CH3:1][CH2:2][CH:3](P(OCC)(OCC)=O)[C:4]([O:6][CH2:7][CH3:8])=[O:5].[H-].[Na+].[CH3:19][C:20]([CH3:22])=O. The catalyst is C(COC)OC. The product is [CH2:7]([O:6][C:4](=[O:5])[C:3]([CH2:2][CH3:1])=[C:20]([CH3:22])[CH3:19])[CH3:8]. The yield is 0.730. (7) The reactants are [NH:1]1[C:5]2[CH:6]=[CH:7][CH:8]=[CH:9][C:4]=2[N:3]=[C:2]1[SH:10].CC(C)=O.C(=O)([O-])[O-].[K+].[K+].Br[CH2:22][C:23]1[CH:32]=[CH:31][C:26]([C:27]([O:29][CH3:30])=[O:28])=[CH:25][CH:24]=1. The catalyst is O. The product is [NH:1]1[C:5]2[CH:6]=[CH:7][CH:8]=[CH:9][C:4]=2[N:3]=[C:2]1[S:10][CH2:22][C:23]1[CH:32]=[CH:31][C:26]([C:27]([O:29][CH3:30])=[O:28])=[CH:25][CH:24]=1. The yield is 0.990.